This data is from Forward reaction prediction with 1.9M reactions from USPTO patents (1976-2016). The task is: Predict the product of the given reaction. Given the reactants [CH3:1][C@:2]12[C@H:12]([CH2:13]/[CH:14]=[C:15]3\[C@H:16]([OH:21])[CH2:17][O:18][C:19]\3=[O:20])[C:10](=[CH2:11])[CH2:9][CH2:8][C@@H:7]1[C@@:6]([CH2:23][OH:24])([CH3:22])[C@H:5]([OH:25])[CH2:4][CH2:3]2.[NH2:26][NH2:27], predict the reaction product. The product is: [OH:21][CH:16](/[C:15](=[CH:14]\[CH2:13][CH:12]1[C:2]2([CH3:1])[CH:7]([C:6]([CH2:23][OH:24])([CH3:22])[CH:5]([OH:25])[CH2:4][CH2:3]2)[CH2:8][CH2:9][C:10]1=[CH2:11])/[C:19]([NH:26][NH2:27])=[O:20])[CH2:17][OH:18].